Predict the reactants needed to synthesize the given product. From a dataset of Full USPTO retrosynthesis dataset with 1.9M reactions from patents (1976-2016). (1) Given the product [NH2:7][C:8]1[CH:9]=[C:10]2[C:19](=[CH:20][CH:21]=1)[S:18][C:17]1[C:16]([C:22]3[O:23][C:24]([N:29]4[CH2:30][CH2:31][O:32][CH2:33][CH2:34]4)=[CH:25][C:26](=[O:28])[CH:27]=3)=[CH:15][CH:14]=[CH:13][C:12]=1[S:11]2, predict the reactants needed to synthesize it. The reactants are: C(OC(=O)[NH:7][C:8]1[CH:21]=[CH:20][C:19]2[S:18][C:17]3[C:12](=[CH:13][CH:14]=[CH:15][C:16]=3[C:22]3[O:23][C:24]([N:29]4[CH2:34][CH2:33][O:32][CH2:31][CH2:30]4)=[CH:25][C:26](=[O:28])[CH:27]=3)[S:11][C:10]=2[CH:9]=1)(C)(C)C.FC(F)(F)C(O)=O. (2) Given the product [F:1][C:2]([F:36])([F:35])[C:3]1[CH:4]=[C:5]([C:13]([CH3:34])([CH3:33])[C:14]([N:16]([C:18]2[CH:19]=[N:20][C:21]([N:42]3[CH2:41][CH2:40][N:39]4[CH2:43][CH2:44][CH2:45][C@@H:38]4[CH2:37]3)=[CH:22][C:23]=2[C:24]2[CH:29]=[CH:28][C:27]([F:30])=[CH:26][C:25]=2[CH3:31])[CH3:17])=[O:15])[CH:6]=[C:7]([C:9]([F:12])([F:11])[F:10])[CH:8]=1, predict the reactants needed to synthesize it. The reactants are: [F:1][C:2]([F:36])([F:35])[C:3]1[CH:4]=[C:5]([C:13]([CH3:34])([CH3:33])[C:14]([N:16]([C:18]2[CH:19]=[N:20][C:21](Cl)=[CH:22][C:23]=2[C:24]2[CH:29]=[CH:28][C:27]([F:30])=[CH:26][C:25]=2[CH3:31])[CH3:17])=[O:15])[CH:6]=[C:7]([C:9]([F:12])([F:11])[F:10])[CH:8]=1.[CH2:37]1[NH:42][CH2:41][CH2:40][N:39]2[CH2:43][CH2:44][CH2:45][C@H:38]12.C(=O)([O-])[O-].[K+].[K+].